Task: Predict which catalyst facilitates the given reaction.. Dataset: Catalyst prediction with 721,799 reactions and 888 catalyst types from USPTO (1) Reactant: [CH3:1][O:2][C:3]1[CH:4]=[C:5]([CH:17]=[CH:18][C:19]([O:21][CH2:22][CH3:23])=[O:20])[CH:6]=[CH:7][C:8]=1[O:9]CC1C=CC=CC=1.Cl. Product: [OH:9][C:8]1[CH:7]=[CH:6][C:5]([CH2:17][CH2:18][C:19]([O:21][CH2:22][CH3:23])=[O:20])=[CH:4][C:3]=1[O:2][CH3:1]. The catalyst class is: 349. (2) Reactant: [OH-].[Na+].[CH3:3][C:4]1[C:8]([C:9]2[CH:18]=[C:17]3[C:12]([C:13]([NH:31][C:32]4[CH:33]=[C:34]([CH:40]=[CH:41][CH:42]=4)[C:35]([O:37]CC)=[O:36])=[C:14]([C:19]([NH:21][CH2:22][C:23]4[CH:28]=[CH:27][C:26]([O:29][CH3:30])=[CH:25][CH:24]=4)=[O:20])[CH:15]=[N:16]3)=[CH:11][CH:10]=2)=[C:7]([CH3:43])[O:6][N:5]=1.Cl. Product: [CH3:3][C:4]1[C:8]([C:9]2[CH:18]=[C:17]3[C:12]([C:13]([NH:31][C:32]4[CH:33]=[C:34]([CH:40]=[CH:41][CH:42]=4)[C:35]([OH:37])=[O:36])=[C:14]([C:19]([NH:21][CH2:22][C:23]4[CH:24]=[CH:25][C:26]([O:29][CH3:30])=[CH:27][CH:28]=4)=[O:20])[CH:15]=[N:16]3)=[CH:11][CH:10]=2)=[C:7]([CH3:43])[O:6][N:5]=1. The catalyst class is: 8. (3) Reactant: [N+:1]([C:4]1[CH:5]=[C:6]([CH:8]=[CH:9][CH:10]=1)[NH2:7])([O-:3])=[O:2].[Cl:11][CH2:12][CH2:13][C:14](Cl)=[O:15]. Product: [Cl:11][CH2:12][CH2:13][C:14]([NH:7][C:6]1[CH:8]=[CH:9][CH:10]=[C:4]([N+:1]([O-:3])=[O:2])[CH:5]=1)=[O:15]. The catalyst class is: 1. (4) Reactant: C([O-])(=O)CC(CC([O-])=O)(C([O-])=O)[OH:4].O=[CH:15][C@@H:16]([C@H:18]([C@@H:20]([C@@H:22]([CH2:24][OH:25])O)[OH:21])O)[OH:17].CC1C=CC(N(CC(OCOC(C)=O)=O)CC(OCOC(C)=O)=O)=C(OCC[O:55][C:56]2[CH:61]=[C:60]3[CH:62]=[C:63]([C:65]4[O:69]C(C(OCOC(C)=O)=O)=CN=4)[O:64][C:59]3=[CH:58][C:57]=2N(CC(OCOC(C)=O)=O)CC(OCOC(C)=O)=O)C=1.CC(OC1C=C2OC3C(C4(OC(=O)C5C4=CC=CC=5)C2=CC=1Cl)=CC(Cl)=C(OC(C)=O)C=3)=O.[Na+].[Cl-].[Cl-].[K+].[Mg+2].[Cl-].[Cl-].C1N(CCO)CCN(CCS(O)(=O)=O)C1. Product: [CH:59]1[C:60]([C:62]2[O:17][C:16]3[CH:15]=[C:24]([OH:25])[CH:22]=[C:20]([OH:21])[C:18]=3[C:65](=[O:69])[C:63]=2[OH:64])=[CH:61][C:56]([OH:55])=[C:57]([OH:4])[CH:58]=1. The catalyst class is: 5.